Dataset: Forward reaction prediction with 1.9M reactions from USPTO patents (1976-2016). Task: Predict the product of the given reaction. (1) Given the reactants [C:1]([O:5][C:6]([N:8]1[C:16]2[C:11](=[CH:12][CH:13]=[C:14]([OH:17])[CH:15]=2)[CH:10]=[C:9]1[C:18]1[C:19]2[S:32][C:31]([C:33]3[CH:38]=[CH:37][CH:36]=[C:35]([O:39][CH3:40])[CH:34]=3)=[CH:30][C:20]=2[N:21]([C:23]([O:25][C:26]([CH3:29])([CH3:28])[CH3:27])=[O:24])[N:22]=1)=[O:7])([CH3:4])([CH3:3])[CH3:2].C(=O)([O-])[O-].[Cs+].[Cs+].[Br:47][CH2:48][CH2:49][CH2:50]Br, predict the reaction product. The product is: [C:1]([O:5][C:6]([N:8]1[C:16]2[C:11](=[CH:12][CH:13]=[C:14]([O:17][CH2:50][CH2:49][CH2:48][Br:47])[CH:15]=2)[CH:10]=[C:9]1[C:18]1[C:19]2[S:32][C:31]([C:33]3[CH:38]=[CH:37][CH:36]=[C:35]([O:39][CH3:40])[CH:34]=3)=[CH:30][C:20]=2[N:21]([C:23]([O:25][C:26]([CH3:29])([CH3:28])[CH3:27])=[O:24])[N:22]=1)=[O:7])([CH3:2])([CH3:3])[CH3:4]. (2) Given the reactants [CH2:1](OC(C1C=NNC=1)=O)C.[O:11]=[C:12]1[C:21]2[C:16](=[CH:17][C:18]([C:22]3[CH:27]=[CH:26][CH:25]=[CH:24][CH:23]=3)=[CH:19][CH:20]=2)[N:15]=[C:14]([N:28]2[CH:32]=[C:31]([C:33]([OH:35])=[O:34])[CH:30]=[N:29]2)[NH:13]1.CC1C=CC=CC=1B(O)O, predict the reaction product. The product is: [O:11]=[C:12]1[C:21]2[C:16](=[CH:17][C:18]([C:22]3[CH:23]=[CH:24][CH:25]=[CH:26][C:27]=3[CH3:1])=[CH:19][CH:20]=2)[N:15]=[C:14]([N:28]2[CH:32]=[C:31]([C:33]([OH:35])=[O:34])[CH:30]=[N:29]2)[NH:13]1. (3) Given the reactants C[Si]([CH2:5][NH:6][C:7]([C:9]1[CH:10]=[C:11]2[C:15](=[CH:16][CH:17]=1)[CH:14]([NH:18][C:19](=[O:25])[O:20][C:21]([CH3:24])([CH3:23])[CH3:22])[CH2:13][CH2:12]2)=S)(C)C.C(=O)([O-])[O-].[K+].[K+].CI.[Cl:34][C:35]1[CH:40]=[C:39]([C:41]([C:43]([F:46])([F:45])[F:44])=[CH2:42])[CH:38]=[C:37]([Cl:47])[CH:36]=1, predict the reaction product. The product is: [Cl:34][C:35]1[CH:40]=[C:39]([C:41]2([C:43]([F:46])([F:44])[F:45])[CH2:42][C:7]([C:9]3[CH:10]=[C:11]4[C:15](=[CH:16][CH:17]=3)[CH:14]([NH:18][C:19](=[O:25])[O:20][C:21]([CH3:24])([CH3:23])[CH3:22])[CH2:13][CH2:12]4)=[N:6][CH2:5]2)[CH:38]=[C:37]([Cl:47])[CH:36]=1.